This data is from Reaction yield outcomes from USPTO patents with 853,638 reactions. The task is: Predict the reaction yield, written as a fraction of the theoretical maximum amount of product (1.0 means a 100% yield; for example, 0.34 means a 34% yield). (1) The reactants are [OH:1][CH:2]1[CH2:11][C:10]2[C:9]([NH:12][C:13](=[O:21])OC3C=CC=CC=3)=[CH:8][CH:7]=[CH:6][C:5]=2[CH2:4][CH2:3]1.[I:22][C:23]1[CH:24]=[C:25]([CH:27]=[CH:28][CH:29]=1)[NH2:26].O. The catalyst is CS(C)=O. The product is [OH:1][CH:2]1[CH2:11][C:10]2[C:9]([NH:12][C:13]([NH:26][C:25]3[CH:27]=[CH:28][CH:29]=[C:23]([I:22])[CH:24]=3)=[O:21])=[CH:8][CH:7]=[CH:6][C:5]=2[CH2:4][CH2:3]1. The yield is 0.470. (2) The reactants are [CH2:1]([NH:8][C:9]([NH:11][C:12]1[CH:17]=[C:16]([C:18]#[N:19])[CH:15]=[CH:14][C:13]=1[NH:20][CH2:21][CH3:22])=[S:10])[C:2]1[CH:7]=[CH:6][CH:5]=[CH:4][CH:3]=1.Cl[CH2:24][C:25](OCC)=[O:26].C1CCN2C(=NCCC2)CC1. The catalyst is C(O)C. The product is [CH2:1]([N:8]1[C:25](=[O:26])[CH2:24][S:10][C:9]1=[N:11][C:12]1[CH:17]=[C:16]([CH:15]=[CH:14][C:13]=1[NH:20][CH2:21][CH3:22])[C:18]#[N:19])[C:2]1[CH:7]=[CH:6][CH:5]=[CH:4][CH:3]=1. The yield is 0.870.